Dataset: Drug-target binding data from BindingDB using IC50 measurements. Task: Regression. Given a target protein amino acid sequence and a drug SMILES string, predict the binding affinity score between them. We predict pIC50 (pIC50 = -log10(IC50 in M); higher means more potent). Dataset: bindingdb_ic50. (1) The small molecule is Clc1cccc(-c2ccc(-c3nnc(CCCc4ccc5cccnc5n4)o3)cc2)c1. The target protein (Q6IYF9) has sequence MAQNLSCENWLALENILKKYYLSAFYGIEFIVGMLGNFTVVFGYLFCMKNWNSSNVYLFNLSISDLAFLCTLPMLIRSYATGNWTYGDVLCISNRYVLHANLYTSILFLTFISIDRYLLMKFPFREHILQKKEFAILISLAVWVLVTLEVLPMLTFITSTPIEKGDSCVDYASSGNPKYSLIYSLCLTLLGFLIPLSVMCFFYYKMVVFLKKRSQQQATVLSLNKPLRLVVLAVVIFSVLFTPYHIMRNVRIASRLDSWPQGCSQKAIKCLYILTRPLAFLNSAVNPIFYFLVGDHFRDMLFSKLRQYFKSLTSFRL. The pIC50 is 7.2. (2) The drug is O=C1NC(=O)C(c2cnc3ccccn23)=C1c1cn2c3c(cccc13)CN(C(=O)N1CCCCC1)CC2. The target protein (P22694) has sequence MGNAATAKKGSEVESVKEFLAKAKEDFLKKWENPTQNNAGLEDFERKKTLGTGSFGRVMLVKHKATEQYYAMKILDKQKVVKLKQIEHTLNEKRILQAVNFPFLVRLEYAFKDNSNLYMVMEYVPGGEMFSHLRRIGRFSEPHARFYAAQIVLTFEYLHSLDLIYRDLKPENLLIDHQGYIQVTDFGFAKRVKGRTWTLCGTPEYLAPEIILSKGYNKAVDWWALGVLIYEMAAGYPPFFADQPIQIYEKIVSGKVRFPSHFSSDLKDLLRNLLQVDLTKRFGNLKNGVSDIKTHKWFATTDWIAIYQRKVEAPFIPKFRGSGDTSNFDDYEEEDIRVSITEKCAKEFGEF. The pIC50 is 4.7. (3) The drug is Cc1ccncc1-n1ncc2c(=O)[nH]c([C@@H]3CC[C@H]3c3ncccn3)nc21. The target protein sequence is MGSGSSSYRPKAIYLDIDGRIQKVIFSKYCNSSDIMDLFCIATGLPRNTTISLLTTDDAMVSIDPTMPANSERTPYKVRPVAIKQLSEREELIQSVLAQVAEQFSRAFKINELKAEVANHLAVLEKRVELEGLKVVEIEKCKSDIKKMREELAARSSRTNCPCKYSFLDNHKKLTPRRDVPTYPKYLLSPETIEALRKPTFDVWLWEPNEMLSCLEHMYHDLGLVRDFSINPVTLRRWLFCVHDNYRNNPFHNFRHCFCVAQMMYSMVWLCSLQEKFSQTDILILMTAAICHDLDHPGYNNTYQINARTELAVRYNDISPLENHHCAVAFQILAEPECNIFSNIPPDGFKQIRQGMITLILATDMARHAEIMDSFKEKMENFDYSNEEHMTLLKMILIKCCDISNEVRPMEVAEPWVDCLLEEYFMQSDREKSEGLPVAPFMDRDKVTKATAQIGFIKFVLIPMFETVTKLFPMVEEIMLQPLWESRDRYEELKRIDDAM.... The pIC50 is 7.5. (4) The drug is Cc1cccc(-n2nc(C(C)(C)C)cc2NC(=O)Nc2cccc(Nc3ncnc4ccc(N)cc34)c2)c1. The target protein sequence is QTQGLAKDAWEIPRESLRLEVKLGQGCFGEVWMGTWNGTTRVAIKTLKPGTMSPEAFLQEAQVMKKLRHEKLVQLYAVVSEEPIYIVMEYMSKGSLLDFLKGEMGKYLRLPQLVDMAAQIASGMAYVERMNYVHRDLRAANILVGENLVCKVADFGLARLIEDNEYTARQGAKFPIKWTAPEAALYGRFTIKSDVWSFGILLTELTTKGRVPYPGMVNREVLDQVERGYRMPCPPECPESLHDLMCQCWRKDPEERPTFEYLQAFLEDYFTSTEPQYQPGENL. The pIC50 is 4.4. (5) The drug is Cn1cc(S(=O)(=O)Nc2ccc(Cc3nc4c([nH]3)c(=O)n(Cc3ccccc3F)c(=O)n4CC3CC3)cc2)cn1. The target protein (P35558) has sequence MPPQLQNGLNLSAKVVQGSLDSLPQAVREFLENNAELCQPDHIHICDGSEEENGRLLGQMEEEGILRRLKKYDNCWLALTDPRDVARIESKTVIVTQEQRDTVPIPKTGLSQLGRWMSEEDFEKAFNARFPGCMKGRTMYVIPFSMGPLGSPLSKIGIELTDSPYVVASMRIMTRMGTPVLEAVGDGEFVKCLHSVGCPLPLQKPLVNNWPCNPELTLIAHLPDRREIISFGSGYGGNSLLGKKCFALRMASRLAKEEGWLAEHMLILGITNPEGEKKYLAAAFPSACGKTNLAMMNPSLPGWKVECVGDDIAWMKFDAQGHLRAINPENGFFGVAPGTSVKTNPNAIKTIQKNTIFTNVAETSDGGVYWEGIDEPLASGVTITSWKNKEWSSEDGEPCAHPNSRFCTPASQCPIIDAAWESPEGVPIEGIIFGGRRPAGVPLVYEALSWQHGVFVGAAMRSEATAAAEHKGKIIMHDPFAMRPFFGYNFGKYLAHWLSM.... The pIC50 is 6.4. (6) The drug is COc1ccc2nc(NC(=N)N)nc(C)c2c1. The target protein (P06856) has sequence MDVRCINWFESHGENRFLYLKSRCRNGETVFIRFPHYFYYVVTDEIYQSLSPPPFNARPLGKMRTIDIDETISYNLDIKDRKCSVADMWLIEEPKKRSIQNATMDEFLNISWFYISNGISPDGCYSLDEQYLTKINNGCYHCDDPRNCFAKKIPRFDIPRSYLFLDIECHFDKKFPSVFINPISHTSYCYIDLSGKRLLFTLINEEMLTEQEIQEAVDRGCLRIQSLMEMDYERELVLCSEIVLLRIAKQLLELTFDYVVTFNGHNFDLRYITNRLELLTGEKIIFRSPDKKEAVYLCIYERNQSSHKGVGGMANTTFHVNNNNGTIFFDLYSFIQKSEKLDSYKLDSISKNAFSCMGKVLNRGVREMTFIGDDTTDAKGKAAAFAKVLTTGNYVTVDEDIICKVIRKDIWENGFKVVLLCPTLPNDTYKLSFGKDDVDLAQMYKDYNLNIALDMARYCIHDACLCQYLWEYYGVETKTDAGASTYVLPQSMVFEYRAST.... The pIC50 is 5.1. (7) The small molecule is COc1nn(C)cc1Nc1nccc(-c2c[nH]c3c(NC(=O)[C@@H](C)N4CCN(C)C[C@@H]4C)cccc23)n1. The target protein sequence is GFSGAFEDRDPTQFEERHLKFLQQLGKGNFGSVEMCRYDPLQDNTGEVVAVKKLQHSTEEHLRDFEREIEILKSLQHDNIVKYKGVCYSAGRRNLKLIMEYLPYGSLRDYLQKHKERIDHIKLLQYTSQICKGMEYLGTKRYIHRDLATRNILVENENRVKIGDFGLTKVLPQDKEYYKVKEPGESPIFWYAPESLTESKFSVASDVWSFGVVLYELFTYIEKSKSPPAEFMRMIGNDKQGQMIVFHLIELLKNNGRLPRPDGCPDEIYMIMTECWNNNVNQRPSFRDLALRVDQIRDNMAG. The pIC50 is 4.5.